Dataset: NCI-60 drug combinations with 297,098 pairs across 59 cell lines. Task: Regression. Given two drug SMILES strings and cell line genomic features, predict the synergy score measuring deviation from expected non-interaction effect. (1) Drug 1: CS(=O)(=O)C1=CC(=C(C=C1)C(=O)NC2=CC(=C(C=C2)Cl)C3=CC=CC=N3)Cl. Drug 2: C1CCN(CC1)CCOC2=CC=C(C=C2)C(=O)C3=C(SC4=C3C=CC(=C4)O)C5=CC=C(C=C5)O. Cell line: SF-295. Synergy scores: CSS=5.29, Synergy_ZIP=-0.942, Synergy_Bliss=3.00, Synergy_Loewe=2.84, Synergy_HSA=2.61. (2) Drug 1: CC1C(C(CC(O1)OC2CC(CC3=C2C(=C4C(=C3O)C(=O)C5=C(C4=O)C(=CC=C5)OC)O)(C(=O)C)O)N)O.Cl. Drug 2: C1=NC2=C(N=C(N=C2N1C3C(C(C(O3)CO)O)O)F)N. Cell line: MCF7. Synergy scores: CSS=2.40, Synergy_ZIP=-1.37, Synergy_Bliss=1.62, Synergy_Loewe=-33.3, Synergy_HSA=0.104. (3) Drug 1: CC1=C2C(C(=O)C3(C(CC4C(C3C(C(C2(C)C)(CC1OC(=O)C(C(C5=CC=CC=C5)NC(=O)OC(C)(C)C)O)O)OC(=O)C6=CC=CC=C6)(CO4)OC(=O)C)OC)C)OC. Drug 2: C1=CC(=CC=C1CCCC(=O)O)N(CCCl)CCCl. Cell line: CAKI-1. Synergy scores: CSS=55.6, Synergy_ZIP=-4.11, Synergy_Bliss=-7.76, Synergy_Loewe=-3.31, Synergy_HSA=-0.497. (4) Drug 1: CS(=O)(=O)C1=CC(=C(C=C1)C(=O)NC2=CC(=C(C=C2)Cl)C3=CC=CC=N3)Cl. Drug 2: C1CCC(C1)C(CC#N)N2C=C(C=N2)C3=C4C=CNC4=NC=N3. Cell line: LOX IMVI. Synergy scores: CSS=15.1, Synergy_ZIP=-5.12, Synergy_Bliss=-2.58, Synergy_Loewe=-0.639, Synergy_HSA=-0.598. (5) Drug 1: CC(C1=C(C=CC(=C1Cl)F)Cl)OC2=C(N=CC(=C2)C3=CN(N=C3)C4CCNCC4)N. Drug 2: C1=CC(=CC=C1CCC2=CNC3=C2C(=O)NC(=N3)N)C(=O)NC(CCC(=O)O)C(=O)O. Cell line: M14. Synergy scores: CSS=24.5, Synergy_ZIP=7.25, Synergy_Bliss=3.16, Synergy_Loewe=-10.0, Synergy_HSA=0.550. (6) Drug 1: COC1=C(C=C2C(=C1)N=CN=C2NC3=CC(=C(C=C3)F)Cl)OCCCN4CCOCC4. Drug 2: CS(=O)(=O)CCNCC1=CC=C(O1)C2=CC3=C(C=C2)N=CN=C3NC4=CC(=C(C=C4)OCC5=CC(=CC=C5)F)Cl. Cell line: MOLT-4. Synergy scores: CSS=24.1, Synergy_ZIP=6.61, Synergy_Bliss=12.7, Synergy_Loewe=6.24, Synergy_HSA=10.3. (7) Drug 1: C1=CC(=C2C(=C1NCCNCCO)C(=O)C3=C(C=CC(=C3C2=O)O)O)NCCNCCO. Drug 2: COC1=C2C(=CC3=C1OC=C3)C=CC(=O)O2. Cell line: SK-OV-3. Synergy scores: CSS=47.4, Synergy_ZIP=-1.81, Synergy_Bliss=-1.71, Synergy_Loewe=-45.8, Synergy_HSA=-2.24.